From a dataset of Reaction yield outcomes from USPTO patents with 853,638 reactions. Predict the reaction yield, written as a fraction of the theoretical maximum amount of product (1.0 means a 100% yield; for example, 0.34 means a 34% yield). (1) The reactants are [Cl-].O[NH3+:3].[C:4](=[O:7])([O-])[OH:5].[Na+].CS(C)=O.[CH2:13]([C:17]1[N:18]=[C:19]([CH3:50])[N:20]([CH2:39][C:40]2[C:44]3[CH:45]=[C:46]([Cl:49])[CH:47]=[CH:48][C:43]=3[S:42][CH:41]=2)[C:21](=[O:38])[C:22]=1[CH2:23][C:24]1[CH:29]=[CH:28][C:27]([C:30]2[C:31]([C:36]#[N:37])=[CH:32][CH:33]=[CH:34][CH:35]=2)=[CH:26][CH:25]=1)[CH2:14][CH2:15][CH3:16]. The catalyst is C(OCC)(=O)C. The product is [CH2:13]([C:17]1[N:18]=[C:19]([CH3:50])[N:20]([CH2:39][C:40]2[C:44]3[CH:45]=[C:46]([Cl:49])[CH:47]=[CH:48][C:43]=3[S:42][CH:41]=2)[C:21](=[O:38])[C:22]=1[CH2:23][C:24]1[CH:25]=[CH:26][C:27]([C:30]2[CH:35]=[CH:34][CH:33]=[CH:32][C:31]=2[C:36]2[NH:3][C:4](=[O:7])[O:5][N:37]=2)=[CH:28][CH:29]=1)[CH2:14][CH2:15][CH3:16]. The yield is 0.620. (2) The reactants are [Cl:1][C:2]1[N:3]=[C:4]2[C:9](=[CH:10][CH:11]=1)[N:8]=[CH:7][C:6]([C:12](=[O:14])[CH3:13])=[C:5]2[NH:15][C@H:16]1[CH2:21][CH2:20][C@H:19]([CH2:22][N:23]([CH3:25])[CH3:24])[CH2:18][CH2:17]1.[OH:26][C:27]1[N:32]=[CH:31][C:30](B(O)O)=[CH:29][CH:28]=1.C1(N)C(F)=C(F)C(F)=C(N)C=1F.[ClH:48].Cl. No catalyst specified. The product is [ClH:1].[ClH:48].[CH3:24][N:23]([CH2:22][C@H:19]1[CH2:20][CH2:21][C@H:16]([NH:15][C:5]2[C:4]3[C:9](=[CH:10][CH:11]=[C:2]([C:30]4[CH:31]=[N:32][C:27]([OH:26])=[CH:28][CH:29]=4)[N:3]=3)[N:8]=[CH:7][C:6]=2[C:12](=[O:14])[CH3:13])[CH2:17][CH2:18]1)[CH3:25]. The yield is 0.480.